From a dataset of Reaction yield outcomes from USPTO patents with 853,638 reactions. Predict the reaction yield, written as a fraction of the theoretical maximum amount of product (1.0 means a 100% yield; for example, 0.34 means a 34% yield). (1) The reactants are [F:1][C:2]1[CH:30]=[C:29]([N+:31]([O-])=O)[CH:28]=[CH:27][C:3]=1[O:4][C:5]1[CH:10]=[CH:9][N:8]=[C:7]([NH:11][C:12]([N:14]2[CH2:19][CH2:18][CH:17]([N:20]3[CH2:25][CH2:24][N:23]([CH3:26])[CH2:22][CH2:21]3)[CH2:16][CH2:15]2)=[O:13])[CH:6]=1. The catalyst is O1CCCC1.[OH-].[Pd+2].[OH-].[C]. The product is [NH2:31][C:29]1[CH:28]=[CH:27][C:3]([O:4][C:5]2[CH:10]=[CH:9][N:8]=[C:7]([NH:11][C:12]([N:14]3[CH2:19][CH2:18][CH:17]([N:20]4[CH2:21][CH2:22][N:23]([CH3:26])[CH2:24][CH2:25]4)[CH2:16][CH2:15]3)=[O:13])[CH:6]=2)=[C:2]([F:1])[CH:30]=1. The yield is 0.660. (2) The reactants are [CH2:1]([N:3]1[CH:7]=[C:6]([C:8]2[S:16][C:15]3[C:10](=[N:11][CH:12]=[CH:13][C:14]=3[O:17][C:18]3[CH:23]=[CH:22][C:21]([NH2:24])=[CH:20][C:19]=3[F:25])[CH:9]=2)[N:5]=[CH:4]1)[CH3:2].[F:26][C:27]1[CH:32]=[CH:31][CH:30]=[CH:29][C:28]=1[CH2:33][C:34]([N:36]=[C:37]=[O:38])=[O:35]. No catalyst specified. The product is [CH2:1]([N:3]1[CH:7]=[C:6]([C:8]2[S:16][C:15]3[C:10](=[N:11][CH:12]=[CH:13][C:14]=3[O:17][C:18]3[CH:23]=[CH:22][C:21]([NH:24][C:37]([NH:36][C:34](=[O:35])[CH2:33][C:28]4[CH:29]=[CH:30][CH:31]=[CH:32][C:27]=4[F:26])=[O:38])=[CH:20][C:19]=3[F:25])[CH:9]=2)[N:5]=[CH:4]1)[CH3:2]. The yield is 0.420. (3) The reactants are [CH2:1]([O:3][C:4]1[CH:13]=[CH:12][C:7]([C:8]([O:10]C)=[O:9])=[CH:6][C:5]=1[CH2:14][OH:15])[CH3:2].[OH-].[Na+]. The catalyst is O1CCOCC1. The product is [CH2:1]([O:3][C:4]1[CH:13]=[CH:12][C:7]([C:8]([OH:10])=[O:9])=[CH:6][C:5]=1[CH2:14][OH:15])[CH3:2]. The yield is 0.500. (4) The reactants are [NH2:1][C:2]1[CH:10]=[CH:9][C:8]([Cl:11])=[CH:7][C:3]=1[C:4]([OH:6])=[O:5].Cl[CH2:13][C:14]([OH:16])=[O:15].CCOCC.Cl. The catalyst is C([O-])([O-])=O.[Na+].[Na+].C(OCC)(=O)C.CO. The product is [C:14]([CH2:13][NH:1][C:2]1[CH:10]=[CH:9][C:8]([Cl:11])=[CH:7][C:3]=1[C:4]([OH:6])=[O:5])([OH:16])=[O:15]. The yield is 0.590. (5) The reactants are [C:1]([N:9]1[CH2:14][CH2:13][CH:12]([C:15](=O)[C:16]2[CH:21]=[CH:20][C:19]([F:22])=[CH:18][C:17]=2F)[CH2:11][CH2:10]1)(=[O:8])[C:2]1[CH:7]=[CH:6][CH:5]=[CH:4][CH:3]=1.[C:25]([O:29]C)(=[O:28])[CH2:26][SH:27]. The catalyst is CN(C)C=O. The product is [C:1]([N:9]1[CH2:14][CH2:13][CH:12]([C:15]2[C:16]3[CH:21]=[CH:20][C:19]([F:22])=[CH:18][C:17]=3[S:27][C:26]=2[C:25]([OH:29])=[O:28])[CH2:11][CH2:10]1)(=[O:8])[C:2]1[CH:7]=[CH:6][CH:5]=[CH:4][CH:3]=1. The yield is 0.260. (6) The reactants are [NH2:1][C:2]1[C:3]2[C:10]([C:11]3[CH:16]=[CH:15][C:14]([O:17][C:18]4[CH:23]=[CH:22][CH:21]=[CH:20][CH:19]=4)=[CH:13][CH:12]=3)=[C:9]([CH3:24])[N:8]([CH2:25][C@@H:26]3[CH2:30][CH2:29][CH2:28][N:27]3[C:31](=[O:35])[CH2:32][C:33]#[N:34])[C:4]=2[N:5]=[CH:6][N:7]=1.[CH3:36][N:37]([CH3:43])[C:38]([CH3:42])([CH3:41])[CH:39]=O.C(O)(=O)C.N1CCCCC1. The catalyst is CCO. The product is [NH2:1][C:2]1[C:3]2[C:10]([C:11]3[CH:16]=[CH:15][C:14]([O:17][C:18]4[CH:19]=[CH:20][CH:21]=[CH:22][CH:23]=4)=[CH:13][CH:12]=3)=[C:9]([CH3:24])[N:8]([CH2:25][C@@H:26]3[CH2:30][CH2:29][CH2:28][N:27]3[C:31]([C:32](=[CH:39][C:38]([N:37]([CH3:43])[CH3:36])([CH3:42])[CH3:41])[C:33]#[N:34])=[O:35])[C:4]=2[N:5]=[CH:6][N:7]=1. The yield is 0.0400. (7) The reactants are [CH:1]1([CH2:4][O:5][NH:6][C:7]([C:9]2[C:20]([NH:21][C:22]3[CH:27]=[CH:26][C:25]([Cl:28])=[CH:24][C:23]=3[CH3:29])=[C:19]([F:30])[C:12]3[N:13]=[CH:14][N:15]([CH2:16][CH:17]=[O:18])[C:11]=3[CH:10]=2)=[O:8])[CH2:3][CH2:2]1.C(=O)([O-])[O-].[K+].[K+].[N+:37]([CH2:39]S(C1C=CC(C)=CC=1)(=O)=O)#[C-:38]. The catalyst is CO. The product is [CH:1]1([CH2:4][O:5][NH:6][C:7]([C:9]2[C:20]([NH:21][C:22]3[CH:27]=[CH:26][C:25]([Cl:28])=[CH:24][C:23]=3[CH3:29])=[C:19]([F:30])[C:12]3[N:13]=[CH:14][N:15]([CH2:16][C:17]4[O:18][CH:39]=[N:37][CH:38]=4)[C:11]=3[CH:10]=2)=[O:8])[CH2:2][CH2:3]1. The yield is 0.500. (8) The reactants are [CH3:1][C:2]1[CH:3]=[C:4]([N:9]2[CH:13]=[CH:12][C:11]([N+:14]([O-])=O)=[N:10]2)[CH:5]=[CH:6][C:7]=1[CH3:8]. The catalyst is CO.C(OCC)(=O)C.[Pd]. The product is [CH3:1][C:2]1[CH:3]=[C:4]([N:9]2[CH:13]=[CH:12][C:11]([NH2:14])=[N:10]2)[CH:5]=[CH:6][C:7]=1[CH3:8]. The yield is 0.970.